This data is from Forward reaction prediction with 1.9M reactions from USPTO patents (1976-2016). The task is: Predict the product of the given reaction. (1) Given the reactants C(NN[C:6]([C:8]1[CH:13]=[C:12]([NH:14][CH2:15][CH2:16][C:17]2[CH:22]=[CH:21][C:20]([O:23][CH3:24])=[CH:19][CH:18]=2)[N:11]=[C:10]([O:25][CH3:26])[N:9]=1)=[O:7])(=O)C.C1(C)C=CC(S(Cl)(=O)=[O:34])=CC=1.CCN(P1(N(C)CCCN1C)=NC(C)(C)C)CC, predict the reaction product. The product is: [CH3:26][O:25][C:10]1[N:9]=[C:8]([C:6]([OH:7])=[O:34])[CH:13]=[C:12]([NH:14][CH2:15][CH2:16][C:17]2[CH:22]=[CH:21][C:20]([O:23][CH3:24])=[CH:19][CH:18]=2)[N:11]=1. (2) The product is: [C:1]1([CH2:7][CH:8]([NH2:11])[CH2:9][NH2:10])[CH:6]=[CH:5][CH:4]=[CH:3][CH:2]=1. Given the reactants [C:1]1([CH2:7][CH:8]([NH2:11])[C:9]#[N:10])[CH:6]=[CH:5][CH:4]=[CH:3][CH:2]=1.[H-].C([Al+]CC(C)C)C(C)C.CC(C[AlH]CC(C)C)C.[OH-].[Na+], predict the reaction product. (3) Given the reactants [NH:1]1[C:5]2[CH:6]=[CH:7][C:8]([NH:10][C:11](=[O:49])[C@@H:12]([NH:31][C:32]([C@H:34]3[CH2:39][CH2:38][C@H:37]([CH2:40][NH:41][C:42]([O:44][C:45]([CH3:48])([CH3:47])[CH3:46])=[O:43])[CH2:36][CH2:35]3)=[O:33])[CH2:13][C:14]3[CH:19]=[CH:18][C:17]([C:20]4[CH:25]=[CH:24][C:23]([C:26]([O:28]C)=[O:27])=[CH:22][C:21]=4[CH3:30])=[CH:16][CH:15]=3)=[CH:9][C:4]=2[N:3]=[N:2]1.O.[OH-].[Li+].Cl, predict the reaction product. The product is: [NH:1]1[C:5]2[CH:6]=[CH:7][C:8]([NH:10][C:11](=[O:49])[C@@H:12]([NH:31][C:32]([C@H:34]3[CH2:35][CH2:36][C@H:37]([CH2:40][NH:41][C:42]([O:44][C:45]([CH3:47])([CH3:46])[CH3:48])=[O:43])[CH2:38][CH2:39]3)=[O:33])[CH2:13][C:14]3[CH:15]=[CH:16][C:17]([C:20]4[CH:25]=[CH:24][C:23]([C:26]([OH:28])=[O:27])=[CH:22][C:21]=4[CH3:30])=[CH:18][CH:19]=3)=[CH:9][C:4]=2[N:3]=[N:2]1. (4) Given the reactants [Cl:1][C:2]1[C:3]([N+:21]([O-:23])=[O:22])=[CH:4][C:5]([O:9][CH2:10][C:11]2[C:16]([O:17][CH3:18])=[CH:15][CH:14]=[C:13]([F:19])[C:12]=2[F:20])=[C:6]([OH:8])[CH:7]=1.[F:24][CH2:25][CH2:26]O.C1(P(C2C=CC=CC=2)C2C=CC=CC=2)C=CC=CC=1.N(C(OC(C)C)=O)=NC(OC(C)C)=O, predict the reaction product. The product is: [Cl:1][C:2]1[CH:7]=[C:6]([O:8][CH2:26][CH2:25][F:24])[C:5]([O:9][CH2:10][C:11]2[C:16]([O:17][CH3:18])=[CH:15][CH:14]=[C:13]([F:19])[C:12]=2[F:20])=[CH:4][C:3]=1[N+:21]([O-:23])=[O:22]. (5) Given the reactants [CH:1]1([CH2:4][C:5]2([C:17]([N:19]3[CH2:28][CH2:27][C:26]4[N:25]=[CH:24][C:23]([C:29]([F:32])([F:31])[F:30])=[CH:22][C:21]=4[CH2:20]3)=[O:18])[CH2:9][CH2:8][N:7](C(OC(C)(C)C)=O)[CH2:6]2)[CH2:3][CH2:2]1.[C:33]([OH:39])([C:35]([F:38])([F:37])[F:36])=[O:34], predict the reaction product. The product is: [CH:1]1([CH2:4][C:5]2([C:17]([N:19]3[CH2:28][CH2:27][C:26]4[N:25]=[CH:24][C:23]([C:29]([F:30])([F:31])[F:32])=[CH:22][C:21]=4[CH2:20]3)=[O:18])[CH2:9][CH2:8][NH:7][CH2:6]2)[CH2:3][CH2:2]1.[C:33]([OH:39])([C:35]([F:38])([F:37])[F:36])=[O:34].